This data is from Reaction yield outcomes from USPTO patents with 853,638 reactions. The task is: Predict the reaction yield, written as a fraction of the theoretical maximum amount of product (1.0 means a 100% yield; for example, 0.34 means a 34% yield). (1) The yield is 0.950. The reactants are Cl.[CH2:2]([O:9][C:10]1[CH:16]=[CH:15][C:13]([NH2:14])=[CH:12][CH:11]=1)[C:3]1[CH:8]=[CH:7][CH:6]=[CH:5][CH:4]=1.[F:17][C:18]1[CH:23]=[CH:22][C:21]([NH:24][C:25]([C:27]2([C:30](O)=[O:31])[CH2:29][CH2:28]2)=[O:26])=[CH:20][CH:19]=1.CCN=C=NCCCN(C)C. The catalyst is C(Cl)Cl. The product is [F:17][C:18]1[CH:19]=[CH:20][C:21]([NH:24][C:25]([C:27]2([C:30]([NH:14][C:13]3[CH:12]=[CH:11][C:10]([O:9][CH2:2][C:3]4[CH:4]=[CH:5][CH:6]=[CH:7][CH:8]=4)=[CH:16][CH:15]=3)=[O:31])[CH2:29][CH2:28]2)=[O:26])=[CH:22][CH:23]=1. (2) The reactants are [NH2:1][C:2]1[CH:3]([C:17]([O:19][CH3:20])=[O:18])[N:4](C)[C:5]([C:8]2[CH:13]=[CH:12][CH:11]=[C:10]([CH2:14]Cl)[CH:9]=2)=[CH:6][N:7]=1.C(#N)C.[CH2:24]([NH2:31])[C:25]1[CH:30]=[CH:29][CH:28]=[CH:27][CH:26]=1.C(N(C(C)C)CC)(C)C. The catalyst is C1COCC1. The product is [NH2:1][C:2]1[C:3]([C:17]([O:19][CH3:20])=[O:18])=[N:4][C:5]([C:8]2[CH:13]=[CH:12][CH:11]=[C:10]([CH2:14][NH:31][CH2:24][C:25]3[CH:30]=[CH:29][CH:28]=[CH:27][CH:26]=3)[CH:9]=2)=[CH:6][N:7]=1. The yield is 0.130. (3) The reactants are C(=O)([O-])[O-].[Cs+].[Cs+].FC(F)(F)S(O[C:13]1[CH:14]=[CH:15][C:16]2[O:20][C:19]([C:21]3[CH:26]=[CH:25][C:24]([F:27])=[CH:23][CH:22]=3)=[C:18]([C:28](=[O:31])[NH:29][CH3:30])[C:17]=2[CH:32]=1)(=O)=O.[NH:35]1[C:43]2[C:38](=[C:39](B(O)O)[CH:40]=[CH:41][CH:42]=2)[CH:37]=[CH:36]1.O1CCOCC1. The catalyst is C1C=CC([P]([Pd]([P](C2C=CC=CC=2)(C2C=CC=CC=2)C2C=CC=CC=2)([P](C2C=CC=CC=2)(C2C=CC=CC=2)C2C=CC=CC=2)[P](C2C=CC=CC=2)(C2C=CC=CC=2)C2C=CC=CC=2)(C2C=CC=CC=2)C2C=CC=CC=2)=CC=1.O. The product is [F:27][C:24]1[CH:23]=[CH:22][C:21]([C:19]2[O:20][C:16]3[CH:15]=[CH:14][C:13]([C:39]4[CH:40]=[CH:41][CH:42]=[C:43]5[C:38]=4[CH:37]=[CH:36][NH:35]5)=[CH:32][C:17]=3[C:18]=2[C:28]([NH:29][CH3:30])=[O:31])=[CH:26][CH:25]=1. The yield is 0.460.